Dataset: Full USPTO retrosynthesis dataset with 1.9M reactions from patents (1976-2016). Task: Predict the reactants needed to synthesize the given product. (1) Given the product [Br:75][C:76]1[CH:81]=[C:80]([C@@H:82]([NH:2][C:1](=[O:8])[O:3][C:4]([CH3:7])([CH3:6])[CH3:5])[C@H:83]([OH:12])[C:84]2[CH:89]=[CH:88][CH:87]=[C:86]([O:90][CH3:91])[CH:85]=2)[CH:79]=[N:78][CH:77]=1, predict the reactants needed to synthesize it. The reactants are: [C:1](=[O:8])([O:3][C:4]([CH3:7])([CH3:6])[CH3:5])[NH2:2].[OH-].[Na+].Cl[O:12]C(C)(C)C.CC[C@@H]1[C@@H]2C[C@H]([C@@H](OC3C4C(=CC=CC=4)C(O[C@@H](C4C=CN=C5C=4C=C(OC)C=C5)[C@@H]4N5C[C@H](CC)[C@@H](CC5)C4)=NN=3)C3C=CN=C4C=3C=C(OC)C=C4)N(CC2)C1.[Br:75][C:76]1[CH:77]=[N:78][CH:79]=[C:80](/[CH:82]=[CH:83]/[C:84]2[CH:89]=[CH:88][CH:87]=[C:86]([O:90][CH3:91])[CH:85]=2)[CH:81]=1. (2) Given the product [Cl:13][C:14]1[CH:21]=[CH:20][C:17]([CH2:18][N:5]2[C:6]3[C:11](=[O:12])[CH2:10][CH2:9][C:7]=3[N:8]=[C:4]2[CH:1]2[CH2:3][CH2:2]2)=[CH:16][CH:15]=1, predict the reactants needed to synthesize it. The reactants are: [CH:1]1([C:4]2[NH:8][C:7]3[CH2:9][CH2:10][C:11](=[O:12])[C:6]=3[N:5]=2)[CH2:3][CH2:2]1.[Cl:13][C:14]1[CH:21]=[CH:20][C:17]([CH2:18]Br)=[CH:16][CH:15]=1.C1(C)C=CC=CC=1.[NH4+].[Cl-]. (3) Given the product [NH2:36][C:35]1[N:34]=[C:17]([N:13]2[CH2:14][CH2:15][CH2:16][C@@H:11]([NH:10][C:8]([O:7][C:3]([CH3:4])([CH3:5])[CH3:6])=[O:9])[CH2:12]2)[N:18]([CH2:25][C:26]2[CH:31]=[C:30]([F:32])[CH:29]=[CH:28][C:27]=2[Cl:33])[C:19]=1[C:20]([O:22][CH2:23][CH3:24])=[O:21], predict the reactants needed to synthesize it. The reactants are: [H-].[Na+].[C:3]([O:7][C:8]([NH:10][C@@H:11]1[CH2:16][CH2:15][CH2:14][N:13](/[C:17](=[N:34]\[C:35]#[N:36])/[N:18]([CH2:25][C:26]2[CH:31]=[C:30]([F:32])[CH:29]=[CH:28][C:27]=2[Cl:33])[CH2:19][C:20]([O:22][CH2:23][CH3:24])=[O:21])[CH2:12]1)=[O:9])([CH3:6])([CH3:5])[CH3:4].O.[Cl-].[NH4+]. (4) The reactants are: [C:1]([NH:9][C:10]1[CH:19]=[C:18]2[C:13]([CH:14]=[CH:15][CH:16]=[C:17]2[N:20]2[CH2:25][CH2:24][N:23]([CH3:26])[CH2:22][CH2:21]2)=[CH:12][CH:11]=1)(=O)[C:2]1[CH:7]=[CH:6][CH:5]=[CH:4][CH:3]=1.CSC.B.Cl.C(OCC)(=O)C. Given the product [CH2:1]([NH:9][C:10]1[CH:19]=[C:18]2[C:13]([CH:14]=[CH:15][CH:16]=[C:17]2[N:20]2[CH2:21][CH2:22][N:23]([CH3:26])[CH2:24][CH2:25]2)=[CH:12][CH:11]=1)[C:2]1[CH:3]=[CH:4][CH:5]=[CH:6][CH:7]=1, predict the reactants needed to synthesize it. (5) Given the product [C:3](=[O:12])([O:8][CH:9]([CH3:11])[CH3:10])[O:4][CH:5]([I:1])[CH3:6], predict the reactants needed to synthesize it. The reactants are: [I-:1].[Na+].[C:3](=[O:12])([O:8][CH:9]([CH3:11])[CH3:10])[O:4][CH2:5][CH2:6]Cl. (6) Given the product [Br:1][C:2]1[CH:3]=[C:4]2[C:10]([NH:11][C:23]([C:21]3[CH:20]=[N:19][N:18]([CH2:17][C:13]4[NH:12][CH:16]=[CH:15][CH:14]=4)[CH:22]=3)=[O:24])=[CH:9][NH:8][C:5]2=[N:6][CH:7]=1, predict the reactants needed to synthesize it. The reactants are: [Br:1][C:2]1[CH:3]=[C:4]2[C:10]([NH2:11])=[CH:9][NH:8][C:5]2=[N:6][CH:7]=1.[NH:12]1[CH:16]=[CH:15][CH:14]=[C:13]1[CH2:17][N:18]1[CH:22]=[C:21]([C:23]([O-])=[O:24])[CH:20]=[N:19]1.[K+].C(N(CC)CC)C.CN(C(ON1N=NC2C=CC=NC1=2)=[N+](C)C)C.F[P-](F)(F)(F)(F)F. (7) Given the product [CH3:36][N:37]([CH3:38])[C:28]([C:26]1[CH:25]=[CH:24][C:17]2[N:18]([CH2:19][CH2:20][CH:21]([CH3:23])[CH3:22])[C:14]([CH2:13][N:6]3[C:7]4[CH:12]=[CH:11][CH:10]=[CH:9][C:8]=4[N:4]([CH:1]([CH3:3])[CH3:2])[C:5]3=[O:31])=[N:15][C:16]=2[CH:27]=1)=[O:30], predict the reactants needed to synthesize it. The reactants are: [CH:1]([N:4]1[C:8]2[CH:9]=[CH:10][CH:11]=[CH:12][C:7]=2[N:6]([CH2:13][C:14]2[N:18]([CH2:19][CH2:20][CH:21]([CH3:23])[CH3:22])[C:17]3[CH:24]=[CH:25][C:26]([C:28]([OH:30])=O)=[CH:27][C:16]=3[N:15]=2)[C:5]1=[O:31])([CH3:3])[CH3:2].C(Cl)CCl.[CH3:36][NH:37][CH3:38]. (8) Given the product [C:1]([O:5][C:6](=[O:35])[NH:7][C@H:8]1[CH2:13][CH2:12][CH2:11][N:10]([C:14]2[CH:19]=[CH:18][C:17]([NH:20][C:21]3[C:30]4[C:25](=[CH:26][CH:27]=[C:28]([C:41]5[CH:40]=[C:39]([F:52])[C:38]([OH:53])=[C:37]([Cl:36])[CH:42]=5)[N:29]=4)[N:24]=[CH:23][C:22]=3[C:32](=[O:34])[CH3:33])=[CH:16][N:15]=2)[CH2:9]1)([CH3:3])([CH3:2])[CH3:4], predict the reactants needed to synthesize it. The reactants are: [C:1]([O:5][C:6](=[O:35])[NH:7][C@H:8]1[CH2:13][CH2:12][CH2:11][N:10]([C:14]2[CH:19]=[CH:18][C:17]([NH:20][C:21]3[C:30]4[C:25](=[CH:26][CH:27]=[C:28](Cl)[N:29]=4)[N:24]=[CH:23][C:22]=3[C:32](=[O:34])[CH3:33])=[CH:16][N:15]=2)[CH2:9]1)([CH3:4])([CH3:3])[CH3:2].[Cl:36][C:37]1[CH:42]=[C:41](B2OC(C)(C)C(C)(C)O2)[CH:40]=[C:39]([F:52])[C:38]=1[OH:53]. (9) Given the product [Cl:1][C:2]1[CH:7]=[CH:6][C:5]([CH:8]2[CH2:9][N:22]2[S:19]([C:16]2[CH:15]=[CH:14][C:13]([N+:10]([O-:12])=[O:11])=[CH:18][CH:17]=2)(=[O:21])=[O:20])=[CH:4][CH:3]=1, predict the reactants needed to synthesize it. The reactants are: [Cl:1][C:2]1[CH:7]=[CH:6][C:5]([CH:8]=[CH2:9])=[CH:4][CH:3]=1.[N+:10]([C:13]1[CH:18]=[CH:17][C:16]([S:19]([N:22]=C2CCCCI2C2C=CC=CC=2)(=[O:21])=[O:20])=[CH:15][CH:14]=1)([O-:12])=[O:11].